From a dataset of Full USPTO retrosynthesis dataset with 1.9M reactions from patents (1976-2016). Predict the reactants needed to synthesize the given product. (1) Given the product [I:14][C:11]1[CH:12]=[CH:13][C:8]2[N:9]([C:2]([CH3:6])=[C:3]([CH3:4])[N:7]=2)[CH:10]=1, predict the reactants needed to synthesize it. The reactants are: Br[CH:2]([CH3:6])[C:3](=O)[CH3:4].[NH2:7][C:8]1[CH:13]=[CH:12][C:11]([I:14])=[CH:10][N:9]=1.CCO. (2) Given the product [F:10][C:11]([F:21])([F:20])[C:12]1[C:7]2[C:6](=[CH:5][CH:4]=[C:3]([O:2][CH3:1])[CH:8]=2)[N:9]=[C:14]([OH:15])[CH:13]=1, predict the reactants needed to synthesize it. The reactants are: [CH3:1][O:2][C:3]1[CH:8]=[CH:7][C:6]([NH2:9])=[CH:5][CH:4]=1.[F:10][C:11]([F:21])([F:20])[C:12](=O)[CH2:13][C:14](OCC)=[O:15]. (3) Given the product [Cl:18][C:16]1[CH:17]=[C:12]([CH:13]=[C:14]([Cl:32])[C:15]=1[O:19][C:20]1[CH:25]=[C:24]([CH:26]([CH3:28])[CH3:27])[C:23]([OH:29])=[C:22]([C:30]#[N:31])[CH:21]=1)[C:11]([NH:6][CH2:7][C:8]([OH:10])=[O:9])=[O:33], predict the reactants needed to synthesize it. The reactants are: B(Br)(Br)Br.C[N:6]([C:11](=[O:33])[C:12]1[CH:17]=[C:16]([Cl:18])[C:15]([O:19][C:20]2[CH:25]=[C:24]([CH:26]([CH3:28])[CH3:27])[C:23]([OH:29])=[C:22]([C:30]#[N:31])[CH:21]=2)=[C:14]([Cl:32])[CH:13]=1)[CH2:7][C:8]([OH:10])=[O:9]. (4) Given the product [C:15]([C:2]1[CH:7]=[CH:6][C:5]([C:8]([F:14])([F:13])[C:9]([F:12])([F:11])[F:10])=[CH:4][N:3]=1)#[N:16], predict the reactants needed to synthesize it. The reactants are: Cl[C:2]1[CH:7]=[CH:6][C:5]([C:8]([F:14])([F:13])[C:9]([F:12])([F:11])[F:10])=[CH:4][N:3]=1.[CH3:15][N:16]1CCCC1=O.O. (5) Given the product [CH3:1][C:2]1[CH:3]=[CH:4][C:5]([CH:8]2[CH2:12][CH2:11][NH:10][CH2:9]2)=[N:6][CH:7]=1, predict the reactants needed to synthesize it. The reactants are: [CH3:1][C:2]1[CH:3]=[CH:4][C:5]([CH:8]2[CH2:12][CH2:11][N:10](C(OC(C)(C)C)=O)[CH2:9]2)=[N:6][CH:7]=1.C(O)(C(F)(F)F)=O.